This data is from Forward reaction prediction with 1.9M reactions from USPTO patents (1976-2016). The task is: Predict the product of the given reaction. Given the reactants [N+:1]([C:4]1[C:5]([CH3:19])=[C:6]2[C:11](=[C:12]([CH3:15])[C:13]=1[CH3:14])[O:10][C:9]([CH:17]=[O:18])([CH3:16])[CH2:8][CH2:7]2)([O-:3])=[O:2].CC(=CC)C.Cl([O-])=[O:26].[Na+].P([O-])(O)(O)=O.[Na+], predict the reaction product. The product is: [N+:1]([C:4]1[C:5]([CH3:19])=[C:6]2[C:11](=[C:12]([CH3:15])[C:13]=1[CH3:14])[O:10][C:9]([CH3:16])([C:17]([OH:26])=[O:18])[CH2:8][CH2:7]2)([O-:3])=[O:2].